This data is from Forward reaction prediction with 1.9M reactions from USPTO patents (1976-2016). The task is: Predict the product of the given reaction. (1) Given the reactants [Cl:1][C:2]1[N:3]=[C:4]([C:9]([NH:11][C:12]2[CH:13]=[C:14]3[C:18](=[CH:19][CH:20]=2)[CH2:17][N:16]([C:21](OC(C)(C)C)=[O:22])[CH2:15]3)=[O:10])[NH:5][C:6]=1[CH2:7][CH3:8].Cl.C(OCC)(=O)C.[CH2:35]([O:37][C:38]([C@@H:40]1[CH2:42][C@H:41]1C(O)=O)=[O:39])[CH3:36].CCN=C=NCCCN(C)C, predict the reaction product. The product is: [Cl:1][C:2]1[N:3]=[C:4]([C:9]([NH:11][C:12]2[CH:13]=[C:14]3[C:18](=[CH:19][CH:20]=2)[CH2:17][N:16]([C:21]([C@@H:41]2[CH2:42][C@H:40]2[C:38]([O:37][CH2:35][CH3:36])=[O:39])=[O:22])[CH2:15]3)=[O:10])[NH:5][C:6]=1[CH2:7][CH3:8]. (2) Given the reactants [CH3:1][O:2][C:3](=[O:26])/[C:4](/[C:12]1[CH:17]=[CH:16][C:15]([S:18]([CH3:21])(=[O:20])=[O:19])=[C:14]([C:22]([F:25])([F:24])[F:23])[CH:13]=1)=[CH:5]/[CH:6]1[CH2:11][CH2:10][CH2:9][CH2:8][CH2:7]1.[BH4-].[Na+], predict the reaction product. The product is: [CH3:1][O:2][C:3](=[O:26])[CH:4]([C:12]1[CH:17]=[CH:16][C:15]([S:18]([CH3:21])(=[O:19])=[O:20])=[C:14]([C:22]([F:25])([F:24])[F:23])[CH:13]=1)[CH2:5][CH:6]1[CH2:11][CH2:10][CH2:9][CH2:8][CH2:7]1. (3) Given the reactants [Cl:1][C:2]1[CH:3]=[C:4]([C:16]([NH:18][C@H:19]([C:21]2[CH:29]=[CH:28][C:24]([C:25]([OH:27])=[O:26])=[CH:23][CH:22]=2)[CH3:20])=[O:17])[C:5]([O:8]C2C=CC=C(F)C=2)=[N:6][CH:7]=1.[F:30][C:31]1[CH:36]=[C:35]([F:37])[CH:34]=[CH:33][C:32]=1O, predict the reaction product. The product is: [Cl:1][C:2]1[CH:3]=[C:4]([C:16]([NH:18][C@H:19]([C:21]2[CH:29]=[CH:28][C:24]([C:25]([OH:27])=[O:26])=[CH:23][CH:22]=2)[CH3:20])=[O:17])[C:5]([O:8][C:34]2[CH:33]=[CH:32][C:31]([F:30])=[CH:36][C:35]=2[F:37])=[N:6][CH:7]=1. (4) Given the reactants [F:1][C:2]1[CH:25]=[CH:24][C:5]([CH2:6][N:7]2[CH2:12][CH2:11][N:10]([C:13]([C:15]3[N:20]=[C:19]([C:21]([OH:23])=O)[CH:18]=[CH:17][CH:16]=3)=[O:14])[CH2:9][CH2:8]2)=[CH:4][CH:3]=1.C(N(CC)CC)C.[C:33]1([N:39]2[CH2:44][CH2:43][NH:42][CH2:41][CH2:40]2)[CH:38]=[CH:37][CH:36]=[CH:35][CH:34]=1.CN(C(ON1N=NC2C=CC=NC1=2)=[N+](C)C)C.F[P-](F)(F)(F)(F)F, predict the reaction product. The product is: [F:1][C:2]1[CH:25]=[CH:24][C:5]([CH2:6][N:7]2[CH2:8][CH2:9][N:10]([C:13]([C:15]3[CH:16]=[CH:17][CH:18]=[C:19]([C:21]([N:42]4[CH2:43][CH2:44][N:39]([C:33]5[CH:38]=[CH:37][CH:36]=[CH:35][CH:34]=5)[CH2:40][CH2:41]4)=[O:23])[N:20]=3)=[O:14])[CH2:11][CH2:12]2)=[CH:4][CH:3]=1. (5) Given the reactants [H-].[Na+].CN(C)C=O.[Cl:8][C:9]1[N:10]=[C:11]([N:19]2[CH2:23][CH2:22][C@H:21]([NH:24][C:25](=[O:31])[O:26][C:27]([CH3:30])([CH3:29])[CH3:28])[CH2:20]2)[C:12]2[N:18]=[CH:17][CH:16]=[CH:15][C:13]=2[N:14]=1.Br[CH2:33][CH2:34][CH2:35][CH2:36][CH3:37], predict the reaction product. The product is: [Cl:8][C:9]1[N:10]=[C:11]([N:19]2[CH2:23][CH2:22][C@H:21]([N:24]([CH2:33][CH2:34][CH2:35][CH2:36][CH3:37])[C:25](=[O:31])[O:26][C:27]([CH3:28])([CH3:30])[CH3:29])[CH2:20]2)[C:12]2[N:18]=[CH:17][CH:16]=[CH:15][C:13]=2[N:14]=1. (6) Given the reactants [NH2:1][C:2]1([CH2:9][C:10]([O:12][CH2:13][CH3:14])=[O:11])[CH2:7][CH2:6][N:5]([CH3:8])[CH2:4][CH2:3]1.CCN(CC)CC.[CH2:22]([C:27]1[CH:32]=[CH:31][C:30]([S:33](Cl)(=[O:35])=[O:34])=[CH:29][CH:28]=1)[CH2:23][CH2:24][CH2:25][CH3:26], predict the reaction product. The product is: [CH3:8][N:5]1[CH2:4][CH2:3][C:2]([CH2:9][C:10]([O:12][CH2:13][CH3:14])=[O:11])([NH:1][S:33]([C:30]2[CH:31]=[CH:32][C:27]([CH2:22][CH2:23][CH2:24][CH2:25][CH3:26])=[CH:28][CH:29]=2)(=[O:35])=[O:34])[CH2:7][CH2:6]1. (7) Given the reactants C(OC1C=CN([CH2:15][C:16]([C:18]2[CH:23]=[CH:22][C:21]([CH2:24][OH:25])=[CH:20][C:19]=2[CH3:26])=[O:17])C(=O)C=1)C1C=CC=CC=1.[Cl:28][C:29]1[CH:30]=[CH:31][C:32]([CH2:35][O:36][C:37]2[CH:42]=[CH:41][NH:40][C:39](=[O:43])[CH:38]=2)=[N:33][CH:34]=1, predict the reaction product. The product is: [Cl:28][C:29]1[CH:30]=[CH:31][C:32]([CH2:35][O:36][C:37]2[CH:42]=[CH:41][N:40]([CH2:15][C:16]([C:18]3[CH:23]=[CH:22][C:21]([CH2:24][OH:25])=[CH:20][C:19]=3[CH3:26])=[O:17])[C:39](=[O:43])[CH:38]=2)=[N:33][CH:34]=1.